This data is from Catalyst prediction with 721,799 reactions and 888 catalyst types from USPTO. The task is: Predict which catalyst facilitates the given reaction. (1) Reactant: [C:1]([O:5][C:6](=[O:28])[CH2:7][N:8]1[C:16]2[C:11](=[CH:12][C:13]([O:17]CC3C=CC=CC=3)=[CH:14][CH:15]=2)[C:10]([C:25](=[O:27])[NH2:26])=[CH:9]1)([CH3:4])([CH3:3])[CH3:2]. Product: [C:1]([O:5][C:6](=[O:28])[CH2:7][N:8]1[C:16]2[C:11](=[CH:12][C:13]([OH:17])=[CH:14][CH:15]=2)[C:10]([C:25](=[O:27])[NH2:26])=[CH:9]1)([CH3:4])([CH3:2])[CH3:3]. The catalyst class is: 1. (2) Reactant: C([O:5][C:6](=[O:16])[CH2:7][CH2:8][CH2:9][CH:10]([O:12][N+:13]([O-:15])=[O:14])[CH3:11])(C)(C)C. Product: [N+:13]([O:12][CH:10]([CH3:11])[CH2:9][CH2:8][CH2:7][C:6]([OH:16])=[O:5])([O-:15])=[O:14]. The catalyst class is: 2. (3) Reactant: [Cl:1][C:2]1[CH:3]=[C:4]2[C:13](=[C:14]3[C:19]=1[CH:18]=[CH:17][CH:16]=[N:15]3)[NH:12][S:11](=[O:21])(=[O:20])[C:10]1[C:5]2=[CH:6][C:7]([C:22](O)=[O:23])=[CH:8][CH:9]=1.[NH2:25][CH:26]([CH2:29][OH:30])[CH2:27][OH:28].CCN=C=NCCCN(C)C.Cl.C1C=CC2N(O)N=NC=2C=1. Product: [OH:28][CH2:27][CH:26]([NH:25][C:22]([C:7]1[CH:6]=[C:5]2[C:10]([S:11](=[O:20])(=[O:21])[NH:12][C:13]3[C:4]2=[CH:3][C:2]([Cl:1])=[C:19]2[C:14]=3[N:15]=[CH:16][CH:17]=[CH:18]2)=[CH:9][CH:8]=1)=[O:23])[CH2:29][OH:30]. The catalyst class is: 3. (4) Reactant: [C:1]([C:3]1[CH:4]=[N:5][CH:6]=[CH:7][CH:8]=1)#[CH:2].[CH3:9][C:10]1([CH3:17])[C:14]([CH3:16])([CH3:15])[O:13][BH:12][O:11]1. Product: [CH3:9][C:10]1([CH3:17])[C:14]([CH3:16])([CH3:15])[O:13][B:12](/[CH:2]=[CH:1]/[C:3]2[CH:4]=[N:5][CH:6]=[CH:7][CH:8]=2)[O:11]1. The catalyst class is: 11. (5) Reactant: F[C:2]1[CH:7]=[CH:6][C:5]([C:8]2[C:9]([C:26]3[S:27][CH:28]=[CH:29][CH:30]=3)=[C:10]([C:14]([C:16]([C:18]3[CH:23]=[CH:22][C:21]([CH3:24])=[C:20]([F:25])[CH:19]=3)=[O:17])=[O:15])[CH:11]=[CH:12][CH:13]=2)=[CH:4][CH:3]=1.[CH3:31][S:32]([O-:34])=[O:33].[Na+].O. Product: [CH3:31][S:32]([C:2]1[CH:7]=[CH:6][C:5]([C:8]2[C:9]([C:26]3[S:27][CH:28]=[CH:29][CH:30]=3)=[C:10]([C:14]([C:16]([C:18]3[CH:23]=[CH:22][C:21]([CH3:24])=[C:20]([F:25])[CH:19]=3)=[O:17])=[O:15])[CH:11]=[CH:12][CH:13]=2)=[CH:4][CH:3]=1)(=[O:34])=[O:33]. The catalyst class is: 9. (6) Reactant: C[N:2](C)/[CH:3]=[C:4](/[C:9](=[O:17])[C:10]1[CH:15]=[CH:14][CH:13]=[CH:12][C:11]=1[CH3:16])\[C:5]([O:7][CH3:8])=[O:6].Cl.NO. Product: [CH3:16][C:11]1[CH:12]=[CH:13][CH:14]=[CH:15][C:10]=1[C:9]1[O:17][N:2]=[CH:3][C:4]=1[C:5]([O:7][CH3:8])=[O:6]. The catalyst class is: 5. (7) Reactant: [Cl:1][C:2]1[C:7]([C:8]2[C:13]([F:14])=[CH:12][C:11]([F:15])=[CH:10][C:9]=2[F:16])=[C:6]([N:17]([CH2:20][CH:21]2[CH2:23][CH2:22]2)[O:18][CH3:19])[N:5]=[C:4](S(C)(=O)=O)[N:3]=1.[C-:28]#[N:29].[K+]. Product: [Cl:1][C:2]1[C:7]([C:8]2[C:13]([F:14])=[CH:12][C:11]([F:15])=[CH:10][C:9]=2[F:16])=[C:6]([N:17]([CH2:20][CH:21]2[CH2:23][CH2:22]2)[O:18][CH3:19])[N:5]=[C:4]([C:28]#[N:29])[N:3]=1. The catalyst class is: 10. (8) Reactant: [Cl:1][C:2]1[CH:7]=[CH:6][C:5]([C:8]2[CH:12]=[CH:11][N:10]([C:13]3[CH:14]=[CH:15][C:16]4[O:21][CH2:20][C:19](=[O:22])[CH2:18][C:17]=4[CH:23]=3)[N:9]=2)=[CH:4][C:3]=1[CH2:24][NH:25][C:26](=[O:29])[O:27][CH3:28].[BH4-].[Na+]. Product: [Cl:1][C:2]1[CH:7]=[CH:6][C:5]([C:8]2[CH:12]=[CH:11][N:10]([C:13]3[CH:14]=[CH:15][C:16]4[O:21][CH2:20][CH:19]([OH:22])[CH2:18][C:17]=4[CH:23]=3)[N:9]=2)=[CH:4][C:3]=1[CH2:24][NH:25][C:26](=[O:29])[O:27][CH3:28]. The catalyst class is: 5.